Dataset: Full USPTO retrosynthesis dataset with 1.9M reactions from patents (1976-2016). Task: Predict the reactants needed to synthesize the given product. (1) Given the product [Br:7][C:8]1[CH:13]=[CH:12][N:11]=[C:10]([NH:14][C:18]([CH:15]2[CH2:17][CH2:16]2)=[O:19])[CH:9]=1, predict the reactants needed to synthesize it. The reactants are: N1C=CC=CC=1.[Br:7][C:8]1[CH:13]=[CH:12][N:11]=[C:10]([NH2:14])[CH:9]=1.[CH:15]1([C:18](Cl)=[O:19])[CH2:17][CH2:16]1.O. (2) Given the product [CH3:1][O:2][C:3](=[O:22])[C:4]1[CH:9]=[CH:8][C:7]([C:10]([F:13])([F:12])[F:11])=[C:6]([C:23]2[CH2:27][CH2:26][CH2:25][CH:24]=2)[CH:5]=1, predict the reactants needed to synthesize it. The reactants are: [CH3:1][O:2][C:3](=[O:22])[C:4]1[CH:9]=[CH:8][C:7]([C:10]([F:13])([F:12])[F:11])=[C:6](OS(C(F)(F)F)(=O)=O)[CH:5]=1.[C:23]1(OB(O)O)[CH2:27][CH2:26][CH2:25][CH:24]=1.C(=O)([O-])[O-].[Cs+].[Cs+]. (3) Given the product [Cl:32][C:25]1[CH:24]=[C:23]([C:20]2[CH:21]=[CH:22][N:18]([CH2:17][C@@H:16]([NH:15][C:12]([C:9]3[CH:10]=[CH:11][N:7]([C:4]4[CH:3]=[CH:2][N:1]=[CH:6][CH:5]=4)[N:8]=3)=[O:14])[CH3:33])[N:19]=2)[CH:30]=[C:29]([F:31])[C:26]=1[C:27]#[N:28], predict the reactants needed to synthesize it. The reactants are: [N:1]1[CH:6]=[CH:5][C:4]([N:7]2[CH:11]=[CH:10][C:9]([C:12]([OH:14])=O)=[N:8]2)=[CH:3][CH:2]=1.[NH2:15][C@@H:16]([CH3:33])[CH2:17][N:18]1[CH:22]=[CH:21][C:20]([C:23]2[CH:30]=[C:29]([F:31])[C:26]([C:27]#[N:28])=[C:25]([Cl:32])[CH:24]=2)=[N:19]1. (4) Given the product [CH2:1]([O:8][CH2:9][CH2:10][CH2:11][CH2:12][C:13]([Cl:19])=[O:15])[C:2]1[CH:7]=[CH:6][CH:5]=[CH:4][CH:3]=1, predict the reactants needed to synthesize it. The reactants are: [CH2:1]([O:8][CH2:9][CH2:10][CH2:11][CH2:12][C:13]([OH:15])=O)[C:2]1[CH:7]=[CH:6][CH:5]=[CH:4][CH:3]=1.C(Cl)(=O)C([Cl:19])=O. (5) Given the product [CH2:23]=[C:24]1[CH2:35][CH2:34][N:33]([C:27]2[CH:32]=[CH:31][CH:30]=[CH:29][CH:28]=2)[CH2:26][CH2:25]1, predict the reactants needed to synthesize it. The reactants are: [I-].C[P+](C1C=CC=CC=1)(C1C=CC=CC=1)C1C=CC=CC=1.[Li+].[CH3:23][CH2:24][CH2:25][CH2-:26].[C:27]1([N:33]2CCC(=O)[CH2:35][CH2:34]2)[CH:32]=[CH:31][CH:30]=[CH:29][CH:28]=1.